Dataset: Forward reaction prediction with 1.9M reactions from USPTO patents (1976-2016). Task: Predict the product of the given reaction. (1) Given the reactants [F:1][C:2]1[CH:10]=[CH:9][C:5]([C:6]([OH:8])=O)=[CH:4][N:3]=1.C1C=NC2N(O)N=NC=2C=1.CCN=C=NCCCN(C)C.Cl.Cl.[C:34]([C:36]1[CH:37]=[C:38]([C:41]2[O:45][N:44]=[C:43]([C@H:46]3[CH2:51][CH2:50][CH2:49][NH:48][CH2:47]3)[N:42]=2)[NH:39][CH:40]=1)#[N:35].C(N(CC)CC)C, predict the reaction product. The product is: [F:1][C:2]1[N:3]=[CH:4][C:5]([C:6]([N:48]2[CH2:49][CH2:50][CH2:51][C@H:46]([C:43]3[N:42]=[C:41]([C:38]4[NH:39][CH:40]=[C:36]([C:34]#[N:35])[CH:37]=4)[O:45][N:44]=3)[CH2:47]2)=[O:8])=[CH:9][CH:10]=1. (2) Given the reactants Br[C:2]1[CH:3]=[C:4]2[C:8]3=[C:9]([CH2:11][CH2:12][N:7]3[C@H:6]3[CH2:13][CH2:14][N:15]([C:17]([O:19][C:20]([CH3:23])([CH3:22])[CH3:21])=[O:18])[CH2:16][C@@H:5]23)[CH:10]=1.[CH3:24][O:25][C:26]1[CH:31]=[CH:30][C:29](B(O)O)=[C:28]([C:35]([F:38])([F:37])[F:36])[CH:27]=1, predict the reaction product. The product is: [CH3:24][O:25][C:26]1[CH:31]=[CH:30][C:29]([C:2]2[CH:3]=[C:4]3[C:8]4=[C:9]([CH2:11][CH2:12][N:7]4[C@H:6]4[CH2:13][CH2:14][N:15]([C:17]([O:19][C:20]([CH3:23])([CH3:22])[CH3:21])=[O:18])[CH2:16][C@@H:5]34)[CH:10]=2)=[C:28]([C:35]([F:36])([F:37])[F:38])[CH:27]=1. (3) Given the reactants [C:1]([C:3]([C:6]1[CH:7]=[C:8]([CH:12]=[CH:13][CH:14]=1)[C:9]([OH:11])=O)([CH3:5])[CH3:4])#[N:2].CN(C(ON1N=NC2C=CC=NC1=2)=[N+](C)C)C.F[P-](F)(F)(F)(F)F.CCN(C(C)C)C(C)C.[Br:48][C:49]1[CH:55]=[CH:54][C:52]([NH2:53])=[CH:51][C:50]=1[N+:56]([O-:58])=[O:57], predict the reaction product. The product is: [Br:48][C:49]1[CH:55]=[CH:54][C:52]([NH:53][C:9](=[O:11])[C:8]2[CH:12]=[CH:13][CH:14]=[C:6]([C:3]([C:1]#[N:2])([CH3:4])[CH3:5])[CH:7]=2)=[CH:51][C:50]=1[N+:56]([O-:58])=[O:57]. (4) Given the reactants C([O:3][C:4](=[O:26])[CH2:5][CH:6]1[O:10][B:9]([OH:11])[C:8]2[CH:12]=[C:13]([O:17][C:18]3[CH:23]=[C:22]([C:24]#[N:25])[N:21]=[CH:20][N:19]=3)[CH:14]=[C:15]([CH3:16])[C:7]1=2)C.[Li+].[OH-].Cl, predict the reaction product. The product is: [C:24]([C:22]1[N:21]=[CH:20][N:19]=[C:18]([O:17][C:13]2[CH:14]=[C:15]([CH3:16])[C:7]3[CH:6]([CH2:5][C:4]([OH:26])=[O:3])[O:10][B:9]([OH:11])[C:8]=3[CH:12]=2)[CH:23]=1)#[N:25]. (5) Given the reactants [Cl:1][C:2]1[CH:7]=[CH:6][C:5]([C:8](=O)[CH2:9][CH2:10][CH2:11][CH2:12][N:13]2[CH2:18][CH2:17][CH:16]([C:19]3[CH:20]=[C:21]([NH:25][C:26](=[O:30])[CH:27]([CH3:29])[CH3:28])[CH:22]=[CH:23][CH:24]=3)[CH2:15][CH2:14]2)=[CH:4][CH:3]=1.Cl.[F:33][C:34]([F:45])([F:44])[O:35][C:36]1[CH:41]=[CH:40][C:39]([NH:42]N)=[CH:38][CH:37]=1, predict the reaction product. The product is: [Cl:1][C:2]1[CH:3]=[CH:4][C:5]([C:8]2[NH:42][C:39]3[C:40]([C:9]=2[CH2:10][CH2:11][CH2:12][N:13]2[CH2:18][CH2:17][CH:16]([C:19]4[CH:20]=[C:21]([NH:25][C:26](=[O:30])[CH:27]([CH3:28])[CH3:29])[CH:22]=[CH:23][CH:24]=4)[CH2:15][CH2:14]2)=[CH:41][C:36]([O:35][C:34]([F:45])([F:44])[F:33])=[CH:37][CH:38]=3)=[CH:6][CH:7]=1. (6) The product is: [Br:1][C:2]1[CH:3]=[CH:4][C:5]([CH2:6][CH:7]2[CH2:8][CH2:9][N:10]([CH3:15])[CH2:11][CH2:12]2)=[CH:13][CH:14]=1. Given the reactants [Br:1][C:2]1[CH:14]=[CH:13][C:5]([CH2:6][CH:7]2[CH2:12][CH2:11][NH:10][CH2:9][CH2:8]2)=[CH:4][CH:3]=1.[CH2:15]=O, predict the reaction product. (7) The product is: [CH3:2][O:3][C:4](=[O:11])[C@@H:5]1[CH2:9][C@@H:8]([OH:10])[CH2:7][N:6]1[S:18]([C:12]1[CH:17]=[CH:16][CH:15]=[CH:14][CH:13]=1)(=[O:20])=[O:19]. Given the reactants Cl.[CH3:2][O:3][C:4](=[O:11])[C@@H:5]1[CH2:9][C@@H:8]([OH:10])[CH2:7][NH:6]1.[C:12]1([S:18](Cl)(=[O:20])=[O:19])[CH:17]=[CH:16][CH:15]=[CH:14][CH:13]=1, predict the reaction product.